From a dataset of NCI-60 drug combinations with 297,098 pairs across 59 cell lines. Regression. Given two drug SMILES strings and cell line genomic features, predict the synergy score measuring deviation from expected non-interaction effect. (1) Drug 1: CCC1=CC2CC(C3=C(CN(C2)C1)C4=CC=CC=C4N3)(C5=C(C=C6C(=C5)C78CCN9C7C(C=CC9)(C(C(C8N6C)(C(=O)OC)O)OC(=O)C)CC)OC)C(=O)OC.C(C(C(=O)O)O)(C(=O)O)O. Drug 2: C1=CC(=C2C(=C1NCCNCCO)C(=O)C3=C(C=CC(=C3C2=O)O)O)NCCNCCO. Cell line: U251. Synergy scores: CSS=60.8, Synergy_ZIP=1.78, Synergy_Bliss=0.497, Synergy_Loewe=0.678, Synergy_HSA=4.58. (2) Drug 1: CN1C(=O)N2C=NC(=C2N=N1)C(=O)N. Drug 2: CCC1=C2CN3C(=CC4=C(C3=O)COC(=O)C4(CC)O)C2=NC5=C1C=C(C=C5)O. Cell line: IGROV1. Synergy scores: CSS=11.8, Synergy_ZIP=-3.91, Synergy_Bliss=-0.828, Synergy_Loewe=-49.0, Synergy_HSA=-1.87.